From a dataset of HIV replication inhibition screening data with 41,000+ compounds from the AIDS Antiviral Screen. Binary Classification. Given a drug SMILES string, predict its activity (active/inactive) in a high-throughput screening assay against a specified biological target. (1) The result is 0 (inactive). The molecule is COc1ccc(C2C3=C(N=C4SC(C(C)=O)=C(C)N42)c2ccccc2CC3)cc1. (2) The molecule is COc1cccc2c(=O)c3c(O)c4cc(N(C)C)ccc4c(OC(C)=O)c3oc12. The result is 0 (inactive).